This data is from NCI-60 drug combinations with 297,098 pairs across 59 cell lines. The task is: Regression. Given two drug SMILES strings and cell line genomic features, predict the synergy score measuring deviation from expected non-interaction effect. (1) Drug 1: C1CN1P(=S)(N2CC2)N3CC3. Drug 2: CC1=C2C(C(=O)C3(C(CC4C(C3C(C(C2(C)C)(CC1OC(=O)C(C(C5=CC=CC=C5)NC(=O)C6=CC=CC=C6)O)O)OC(=O)C7=CC=CC=C7)(CO4)OC(=O)C)O)C)OC(=O)C. Cell line: IGROV1. Synergy scores: CSS=22.0, Synergy_ZIP=1.29, Synergy_Bliss=3.86, Synergy_Loewe=5.06, Synergy_HSA=6.28. (2) Drug 1: C1=CC=C(C(=C1)C(C2=CC=C(C=C2)Cl)C(Cl)Cl)Cl. Drug 2: CCCCCOC(=O)NC1=NC(=O)N(C=C1F)C2C(C(C(O2)C)O)O. Cell line: A549. Synergy scores: CSS=-1.76, Synergy_ZIP=4.32, Synergy_Bliss=6.96, Synergy_Loewe=0.345, Synergy_HSA=0.169. (3) Drug 1: CC1=C(N=C(N=C1N)C(CC(=O)N)NCC(C(=O)N)N)C(=O)NC(C(C2=CN=CN2)OC3C(C(C(C(O3)CO)O)O)OC4C(C(C(C(O4)CO)O)OC(=O)N)O)C(=O)NC(C)C(C(C)C(=O)NC(C(C)O)C(=O)NCCC5=NC(=CS5)C6=NC(=CS6)C(=O)NCCC[S+](C)C)O. Drug 2: CC12CCC3C(C1CCC2O)C(CC4=C3C=CC(=C4)O)CCCCCCCCCS(=O)CCCC(C(F)(F)F)(F)F. Cell line: BT-549. Synergy scores: CSS=21.4, Synergy_ZIP=-16.8, Synergy_Bliss=-23.1, Synergy_Loewe=-19.2, Synergy_HSA=-16.8. (4) Drug 1: CN(C(=O)NC(C=O)C(C(C(CO)O)O)O)N=O. Drug 2: COC1=C2C(=CC3=C1OC=C3)C=CC(=O)O2. Cell line: HOP-62. Synergy scores: CSS=-0.994, Synergy_ZIP=4.70, Synergy_Bliss=8.00, Synergy_Loewe=-7.36, Synergy_HSA=-0.198. (5) Drug 1: CC1OCC2C(O1)C(C(C(O2)OC3C4COC(=O)C4C(C5=CC6=C(C=C35)OCO6)C7=CC(=C(C(=C7)OC)O)OC)O)O. Synergy scores: CSS=45.8, Synergy_ZIP=0.741, Synergy_Bliss=0.102, Synergy_Loewe=0.753, Synergy_HSA=0.360. Cell line: HCT-15. Drug 2: C#CCC(CC1=CN=C2C(=N1)C(=NC(=N2)N)N)C3=CC=C(C=C3)C(=O)NC(CCC(=O)O)C(=O)O. (6) Drug 1: C1=CC=C(C(=C1)C(C2=CC=C(C=C2)Cl)C(Cl)Cl)Cl. Drug 2: CC1CCC2CC(C(=CC=CC=CC(CC(C(=O)C(C(C(=CC(C(=O)CC(OC(=O)C3CCCCN3C(=O)C(=O)C1(O2)O)C(C)CC4CCC(C(C4)OC)O)C)C)O)OC)C)C)C)OC. Cell line: NCI/ADR-RES. Synergy scores: CSS=-1.02, Synergy_ZIP=-0.393, Synergy_Bliss=-2.99, Synergy_Loewe=-4.12, Synergy_HSA=-3.34. (7) Drug 1: C1=CC(=CC=C1CC(C(=O)O)N)N(CCCl)CCCl.Cl. Drug 2: CC1C(C(CC(O1)OC2CC(CC3=C2C(=C4C(=C3O)C(=O)C5=C(C4=O)C(=CC=C5)OC)O)(C(=O)CO)O)N)O.Cl. Cell line: UACC62. Synergy scores: CSS=55.9, Synergy_ZIP=-2.64, Synergy_Bliss=1.64, Synergy_Loewe=-17.0, Synergy_HSA=3.35. (8) Drug 1: CCC(=C(C1=CC=CC=C1)C2=CC=C(C=C2)OCCN(C)C)C3=CC=CC=C3.C(C(=O)O)C(CC(=O)O)(C(=O)O)O. Synergy scores: CSS=27.2, Synergy_ZIP=-9.60, Synergy_Bliss=-1.09, Synergy_Loewe=-14.8, Synergy_HSA=0.269. Drug 2: CCC1(C2=C(COC1=O)C(=O)N3CC4=CC5=C(C=CC(=C5CN(C)C)O)N=C4C3=C2)O.Cl. Cell line: HOP-92.